Dataset: Full USPTO retrosynthesis dataset with 1.9M reactions from patents (1976-2016). Task: Predict the reactants needed to synthesize the given product. Given the product [OH:1][C:2]1[CH:7]=[CH:6][CH:5]=[CH:4][C:3]=1[C:12]1[CH:21]=[CH:20][C:15]([C:16]([O:18][CH3:19])=[O:17])=[CH:14][N:13]=1, predict the reactants needed to synthesize it. The reactants are: [OH:1][C:2]1[CH:7]=[CH:6][CH:5]=[CH:4][C:3]=1B(O)O.Cl[C:12]1[CH:21]=[CH:20][C:15]([C:16]([O:18][CH3:19])=[O:17])=[CH:14][N:13]=1.C(=O)([O-])[O-].[K+].[K+].Cl.